Regression. Given two drug SMILES strings and cell line genomic features, predict the synergy score measuring deviation from expected non-interaction effect. From a dataset of NCI-60 drug combinations with 297,098 pairs across 59 cell lines. (1) Drug 1: C1CC(=O)NC(=O)C1N2CC3=C(C2=O)C=CC=C3N. Drug 2: C(CN)CNCCSP(=O)(O)O. Cell line: NCI-H226. Synergy scores: CSS=1.00, Synergy_ZIP=6.26, Synergy_Bliss=4.24, Synergy_Loewe=-2.11, Synergy_HSA=-4.13. (2) Drug 1: C1CCC(C1)C(CC#N)N2C=C(C=N2)C3=C4C=CNC4=NC=N3. Drug 2: CCN(CC)CCCC(C)NC1=C2C=C(C=CC2=NC3=C1C=CC(=C3)Cl)OC. Cell line: SK-MEL-28. Synergy scores: CSS=15.5, Synergy_ZIP=3.89, Synergy_Bliss=4.15, Synergy_Loewe=-3.50, Synergy_HSA=-0.164. (3) Drug 1: C1=CC(=C2C(=C1NCCNCCO)C(=O)C3=C(C=CC(=C3C2=O)O)O)NCCNCCO. Drug 2: CCC1(CC2CC(C3=C(CCN(C2)C1)C4=CC=CC=C4N3)(C5=C(C=C6C(=C5)C78CCN9C7C(C=CC9)(C(C(C8N6C=O)(C(=O)OC)O)OC(=O)C)CC)OC)C(=O)OC)O.OS(=O)(=O)O. Cell line: OVCAR-8. Synergy scores: CSS=51.1, Synergy_ZIP=9.57, Synergy_Bliss=8.96, Synergy_Loewe=7.79, Synergy_HSA=9.50. (4) Drug 1: CN(C(=O)NC(C=O)C(C(C(CO)O)O)O)N=O. Drug 2: C(CN)CNCCSP(=O)(O)O. Cell line: OVCAR3. Synergy scores: CSS=-25.5, Synergy_ZIP=18.0, Synergy_Bliss=5.07, Synergy_Loewe=-30.0, Synergy_HSA=-31.2. (5) Drug 1: C1=NC2=C(N=C(N=C2N1C3C(C(C(O3)CO)O)O)F)N. Drug 2: C(CCl)NC(=O)N(CCCl)N=O. Cell line: RPMI-8226. Synergy scores: CSS=-8.20, Synergy_ZIP=-1.73, Synergy_Bliss=-5.42, Synergy_Loewe=-16.8, Synergy_HSA=-11.9. (6) Drug 1: CC1=C(C(CCC1)(C)C)C=CC(=CC=CC(=CC(=O)O)C)C. Drug 2: C1CN(CCN1C(=O)CCBr)C(=O)CCBr. Cell line: HS 578T. Synergy scores: CSS=29.1, Synergy_ZIP=-7.15, Synergy_Bliss=2.53, Synergy_Loewe=4.15, Synergy_HSA=4.97. (7) Drug 1: CC12CCC3C(C1CCC2NC(=O)OCC(F)(F)F)CCC4C3(C=CC(=O)N4C)C. Drug 2: COCCOC1=C(C=C2C(=C1)C(=NC=N2)NC3=CC=CC(=C3)C#C)OCCOC. Cell line: UACC62. Synergy scores: CSS=35.4, Synergy_ZIP=5.94, Synergy_Bliss=7.70, Synergy_Loewe=-5.24, Synergy_HSA=6.99. (8) Drug 1: CN1CCC(CC1)COC2=C(C=C3C(=C2)N=CN=C3NC4=C(C=C(C=C4)Br)F)OC. Drug 2: C1=CN(C=N1)CC(O)(P(=O)(O)O)P(=O)(O)O. Cell line: EKVX. Synergy scores: CSS=16.1, Synergy_ZIP=-4.22, Synergy_Bliss=-2.00, Synergy_Loewe=-16.6, Synergy_HSA=-1.56.